From a dataset of Forward reaction prediction with 1.9M reactions from USPTO patents (1976-2016). Predict the product of the given reaction. Given the reactants [CH2:1]([N:5]1[CH2:10][CH2:9][N:8]([C:11]2[CH:29]=[CH:28][C:14]3[NH:15][C:16]([C:18]4[CH:23]=[CH:22][C:21]([NH2:24])=[C:20]([N+:25]([O-])=O)[CH:19]=4)=[N:17][C:13]=3[CH:12]=2)[CH2:7][CH2:6]1)[CH2:2][CH2:3][CH3:4], predict the reaction product. The product is: [CH2:1]([N:5]1[CH2:6][CH2:7][N:8]([C:11]2[CH:29]=[CH:28][C:14]3[NH:15][C:16]([C:18]4[CH:19]=[C:20]([NH2:25])[C:21]([NH2:24])=[CH:22][CH:23]=4)=[N:17][C:13]=3[CH:12]=2)[CH2:9][CH2:10]1)[CH2:2][CH2:3][CH3:4].